This data is from Forward reaction prediction with 1.9M reactions from USPTO patents (1976-2016). The task is: Predict the product of the given reaction. The product is: [CH2:1]([N:8]1[CH2:13][CH2:12][C:11]2([C:21]3[C:16](=[CH:17][CH:18]=[CH:19][C:20]=3[CH2:22][NH2:23])[NH:15][CH2:14]2)[CH2:10][CH2:9]1)[C:2]1[CH:7]=[CH:6][CH:5]=[CH:4][CH:3]=1. Given the reactants [CH2:1]([N:8]1[CH2:13][CH2:12][C:11]2([C:21]3[C:20]([C:22]#[N:23])=[CH:19][CH:18]=[CH:17][C:16]=3[NH:15][C:14]2=O)[CH2:10][CH2:9]1)[C:2]1[CH:7]=[CH:6][CH:5]=[CH:4][CH:3]=1.[H-].[H-].[H-].[H-].[Li+].[Al+3], predict the reaction product.